The task is: Predict the reaction yield, written as a fraction of the theoretical maximum amount of product (1.0 means a 100% yield; for example, 0.34 means a 34% yield).. This data is from Reaction yield outcomes from USPTO patents with 853,638 reactions. (1) The reactants are O[CH:2]=[C:3]1[C:11]2[C:6](=[CH:7][C:8]([C:12]([C:14]3[CH:15]=[C:16]([NH:20][C:21](=[O:23])[CH3:22])[CH:17]=[CH:18][CH:19]=3)=[O:13])=[CH:9][CH:10]=2)[NH:5][C:4]1=[O:24].[NH2:25][C:26]1[CH:27]=[C:28]([OH:32])[CH:29]=[CH:30][CH:31]=1. The catalyst is C1COCC1. The product is [OH:32][C:28]1[CH:27]=[C:26]([NH:25][CH:2]=[C:3]2[C:11]3[C:6](=[CH:7][C:8]([C:12]([C:14]4[CH:15]=[C:16]([NH:20][C:21](=[O:23])[CH3:22])[CH:17]=[CH:18][CH:19]=4)=[O:13])=[CH:9][CH:10]=3)[NH:5][C:4]2=[O:24])[CH:31]=[CH:30][CH:29]=1. The yield is 0.450. (2) The reactants are [O:1]1[CH2:6][C:5](=[O:7])[NH:4][C:3]2[N:8]=[CH:9][CH:10]=[CH:11][C:2]1=2.[Br:12]Br. The catalyst is CC(O)=O. The product is [Br:12][N:8]1[CH:3]2[C:2]([O:1][CH2:6][C:5](=[O:7])[NH:4]2)=[CH:11][CH:10]=[CH:9]1. The yield is 0.720. (3) The reactants are [CH:1]1([C:4]2[N:9]=[C:8]([CH2:10][N:11]3[C:19]4[C:14](=[C:15]([NH:20][C:21]([C:23]5[N:27]6[CH:28]=[CH:29][C:30]([O:32][CH2:33][CH2:34][N:35]7[CH2:40][CH2:39][N:38]([CH3:41])[C@H:37]([CH3:42])[CH2:36]7)=[CH:31][C:26]6=[N:25][CH:24]=5)=[O:22])[CH:16]=[CH:17][CH:18]=4)[C:13]([CH3:43])=[N:12]3)[CH:7]=[CH:6][CH:5]=2)[CH2:3][CH2:2]1.[ClH:44].O1CCOCC1. The catalyst is C(Cl)Cl.CO. The product is [ClH:44].[ClH:44].[CH:1]1([C:4]2[N:9]=[C:8]([CH2:10][N:11]3[C:19]4[C:14](=[C:15]([NH:20][C:21]([C:23]5[N:27]6[CH:28]=[CH:29][C:30]([O:32][CH2:33][CH2:34][N:35]7[CH2:40][CH2:39][N:38]([CH3:41])[C@H:37]([CH3:42])[CH2:36]7)=[CH:31][C:26]6=[N:25][CH:24]=5)=[O:22])[CH:16]=[CH:17][CH:18]=4)[C:13]([CH3:43])=[N:12]3)[CH:7]=[CH:6][CH:5]=2)[CH2:3][CH2:2]1. The yield is 1.00. (4) The reactants are [C:1]([O:5][C:6]([N:8]1[CH2:13][CH2:12][C:11]([C:16]2[CH:21]=[CH:20][C:19]([Cl:22])=[CH:18][CH:17]=2)([C:14]#[N:15])[CH2:10][CH2:9]1)=[O:7])([CH3:4])([CH3:3])[CH3:2].[OH-:23].[Na+].Cl. The catalyst is C(O)C. The product is [C:1]([O:5][C:6]([N:8]1[CH2:9][CH2:10][C:11]([C:14](=[O:23])[NH2:15])([C:16]2[CH:21]=[CH:20][C:19]([Cl:22])=[CH:18][CH:17]=2)[CH2:12][CH2:13]1)=[O:7])([CH3:4])([CH3:2])[CH3:3]. The yield is 0.580. (5) The reactants are [NH2:1][C:2]1[CH:7]=[CH:6][N:5]([C@H:8]2[C@H:12]([O:13][Si:14]([C:27]([CH3:30])([CH3:29])[CH3:28])([C:21]3[CH:26]=[CH:25][CH:24]=[CH:23][CH:22]=3)[C:15]3[CH:20]=[CH:19][CH:18]=[CH:17][CH:16]=3)[C@H:11]([F:31])[C@@:10]([N:34]=[N+:35]=[N-:36])([CH2:32][OH:33])[O:9]2)[C:4](=[O:37])[N:3]=1.C([Mg]Cl)(C)(C)C.Cl[C:45]1[CH:54]=[CH:53][C:52]2[C:47](=[CH:48][CH:49]=[CH:50][CH:51]=2)[C:46]=1[O:55][P:56](=[N:58][C@@H:59]([CH3:66])[C:60]([O:62][CH:63]([CH3:65])[CH3:64])=[O:61])=[O:57].CO. The catalyst is C1COCC1. The product is [CH:63]([O:62][C:60](=[O:61])[C@@H:59]([N:58]=[P:56]([O:55][C:46]1[C:47]2[C:52](=[CH:51][CH:50]=[CH:49][CH:48]=2)[CH:53]=[CH:54][C:45]=1[O:33][CH2:32][C@:10]1([N:34]=[N+:35]=[N-:36])[C@@H:11]([F:31])[C@@H:12]([O:13][Si:14]([C:27]([CH3:30])([CH3:28])[CH3:29])([C:21]2[CH:26]=[CH:25][CH:24]=[CH:23][CH:22]=2)[C:15]2[CH:20]=[CH:19][CH:18]=[CH:17][CH:16]=2)[C@H:8]([N:5]2[CH:6]=[CH:7][C:2]([NH2:1])=[N:3][C:4]2=[O:37])[O:9]1)=[O:57])[CH3:66])([CH3:64])[CH3:65]. The yield is 0.680. (6) The catalyst is [C-]#N.[Zn+2].[C-]#N.C1C=CC([P]([Pd]([P](C2C=CC=CC=2)(C2C=CC=CC=2)C2C=CC=CC=2)([P](C2C=CC=CC=2)(C2C=CC=CC=2)C2C=CC=CC=2)[P](C2C=CC=CC=2)(C2C=CC=CC=2)C2C=CC=CC=2)(C2C=CC=CC=2)C2C=CC=CC=2)=CC=1.C(OCC)C. The reactants are Br[C:2]1[C:3]([Cl:10])=[C:4]([CH3:9])[C:5]([F:8])=[CH:6][CH:7]=1.[CH3:11][N:12](C=O)C. The yield is 0.420. The product is [Cl:10][C:3]1[C:4]([CH3:9])=[C:5]([F:8])[CH:6]=[CH:7][C:2]=1[C:11]#[N:12]. (7) The reactants are [CH3:1][C@H:2]1[C@@H:12]2[CH2:13][CH2:14][C@:15]3([CH3:19])[O:17][O:18][C@:11]42[C@H:5]([C@@H:6]([CH3:20])[C:7]([O:9][C@@H:10]4[O:16]3)=[O:8])[CH2:4][CH2:3]1.[BH4-].[Na+].[OH-:23].[K+].[CH3:25][OH:26]. The catalyst is O1CCOCC1. The product is [CH3:1][C@@H:2]1[C@H:12]2[CH2:13][CH2:14][C@@:15]3([CH3:19])[O:17][O:18][C@@:11]42[C@H:5]([C@H:6]([CH3:20])[C@H:7]([O:8][CH2:1][C:2]2[CH:3]=[CH:4][C:5]([C:25]([OH:26])=[O:23])=[CH:11][CH:12]=2)[O:9][C@@H:10]4[O:16]3)[CH2:4][CH2:3]1. The yield is 0.300.